This data is from Full USPTO retrosynthesis dataset with 1.9M reactions from patents (1976-2016). The task is: Predict the reactants needed to synthesize the given product. (1) Given the product [CH2:1]([O:8][C:9]([NH:11][CH:30]([CH2:26][NH:28][C:33]([O:36][C:44]([CH3:43])([CH3:39])[CH3:20])=[O:35])[C:29]([OH:32])=[O:31])=[O:10])[C:2]1[CH:3]=[CH:4][CH:5]=[CH:6][CH:7]=1, predict the reactants needed to synthesize it. The reactants are: [CH2:1]([O:8][C:9]([NH:11]C(C(O)=O)CC(=O)N)=[O:10])[C:2]1[CH:7]=[CH:6][CH:5]=[CH:4][CH:3]=1.[C:20](OCC)(=O)C.[C:26](#[N:28])C.[C:29]([OH:32])(=[O:31])[CH3:30].[C:33]([OH:36])(=[O:35])C.I([C:39]1[CH:44]=[CH:43]C=CC=1)=O. (2) Given the product [NH2:55][C@H:49]1[C:48]([F:56])([F:47])[CH2:53][CH2:52][CH2:51][C@H:50]1[NH:54][C:3]1[N:4]=[N:5][C:6]([C:22]([NH2:24])=[O:23])=[C:7]([NH:9][C:10]2[CH:15]=[CH:14][CH:13]=[C:12]([C:16]3[N:21]=[CH:20][CH:19]=[CH:18][N:17]=3)[CH:11]=2)[N:8]=1, predict the reactants needed to synthesize it. The reactants are: CS[C:3]1[N:4]=[N:5][C:6]([C:22]([NH2:24])=[O:23])=[C:7]([NH:9][C:10]2[CH:15]=[CH:14][CH:13]=[C:12]([C:16]3[N:21]=[CH:20][CH:19]=[CH:18][N:17]=3)[CH:11]=2)[N:8]=1.C1C=C(Cl)C=C(C(OO)=O)C=1.CCN(C(C)C)C(C)C.Cl.Cl.[F:47][C:48]1([F:56])[CH2:53][CH2:52][CH2:51][C@@H:50]([NH2:54])[C@H:49]1[NH2:55].C(O)(C(F)(F)F)=O.Cl. (3) Given the product [C:21]([O:13][C:3]1([CH2:1][CH3:2])[CH:4]2[CH2:12][CH:8]3[CH2:7][CH:6]([CH2:11][CH:10]1[CH2:9]3)[CH2:5]2)(=[O:25])[C:22]([CH3:24])=[CH2:23], predict the reactants needed to synthesize it. The reactants are: [CH2:1]([C:3]1([OH:13])[CH:10]2[CH2:11][CH:6]3[CH2:7][CH:8]([CH2:12][CH:4]1[CH2:5]3)[CH2:9]2)[CH3:2].C(N(CC)CC)C.[C:21](Cl)(=[O:25])[C:22]([CH3:24])=[CH2:23]. (4) Given the product [CH2:1]([S:6][C:7]1[C:8]([CH:12]2[CH:17]3[CH2:18][CH2:19][N:14]([CH2:15][CH2:16]3)[CH2:13]2)=[N:9][NH:10][CH:11]=1)[CH2:2][CH2:3][CH2:4][CH2:5][CH3:20], predict the reactants needed to synthesize it. The reactants are: [CH2:1]([S:6][C:7]1[C:8]([CH:12]2[CH:17]3[CH2:18][CH2:19][N:14]([CH2:15][CH2:16]3)[CH2:13]2)=[N:9][NH:10][CH:11]=1)[CH2:2][CH2:3][CH2:4][CH3:5].[CH2:20](S)CCCCC. (5) The reactants are: Cl.Cl.C(O[C:6]([C:8]1[CH:9]=[C:10]2[C:14](=[CH:15][CH:16]=1)[NH:13][N:12]=[C:11]2[C:17]1[CH:26]=[CH:25][C:24]2[C:19](=[CH:20][CH:21]=[C:22]([C:27](=[O:31])[NH:28][CH2:29][CH3:30])[CH:23]=2)[CH:18]=1)=[NH:7])C.[N:32]1([CH2:37][C:38]([NH:40][NH2:41])=O)[CH2:36][CH2:35][CH2:34][CH2:33]1.C(N(CC)CC)C. Given the product [CH2:29]([NH:28][C:27]([C:22]1[CH:21]=[CH:20][C:19]2[C:24](=[CH:25][CH:26]=[C:17]([C:11]3[C:10]4[C:14](=[CH:15][CH:16]=[C:8]([C:6]5[NH:41][N:40]=[C:38]([CH2:37][N:32]6[CH2:36][CH2:35][CH2:34][CH2:33]6)[N:7]=5)[CH:9]=4)[NH:13][N:12]=3)[CH:18]=2)[CH:23]=1)=[O:31])[CH3:30], predict the reactants needed to synthesize it. (6) Given the product [C:1]([O:7][CH2:8][N:9]1[CH:13]=[C:12]([CH2:14][CH2:15][CH2:16][C:17]([NH:18][CH:19]2[CH2:20][CH2:21][N:22]([C:26]([O:27][CH2:28][C:29]3[CH:34]=[C:33]([F:35])[CH:32]=[C:31]([Cl:36])[CH:30]=3)=[O:37])[CH2:23][CH2:24]2)=[O:25])[N:11]=[N:10]1)(=[O:6])[C:2]([CH3:5])([CH3:4])[CH3:3], predict the reactants needed to synthesize it. The reactants are: [C:1]([O:7][CH2:8][N:9]1[CH:13]=[C:12]([CH2:14][CH2:15][CH2:16][C:17](=[O:25])[NH:18][CH:19]2[CH2:24][CH2:23][NH:22][CH2:21][CH2:20]2)[N:11]=[N:10]1)(=[O:6])[C:2]([CH3:5])([CH3:4])[CH3:3].[C:26](=O)([O:37]N1C(=O)CCC1=O)[O:27][CH2:28][C:29]1[CH:34]=[C:33]([F:35])[CH:32]=[C:31]([Cl:36])[CH:30]=1.[OH-].[Na+].